Predict which catalyst facilitates the given reaction. From a dataset of Catalyst prediction with 721,799 reactions and 888 catalyst types from USPTO. (1) The catalyst class is: 3. Reactant: [CH2:1]([CH:8]1[C:13](=[O:14])[NH:12][C:11]2[CH:15]=[CH:16][C:17]([N+:19]([O-:21])=[O:20])=[CH:18][C:10]=2[O:9]1)[C:2]1[CH:7]=[CH:6][CH:5]=[CH:4][CH:3]=1.C(=O)([O-])[O-].[K+].[K+].I[CH2:29][CH3:30].O. Product: [CH2:1]([CH:8]1[C:13](=[O:14])[N:12]([CH2:29][CH3:30])[C:11]2[CH:15]=[CH:16][C:17]([N+:19]([O-:21])=[O:20])=[CH:18][C:10]=2[O:9]1)[C:2]1[CH:3]=[CH:4][CH:5]=[CH:6][CH:7]=1. (2) Reactant: [Cl:1][C:2]1[CH:7]=[C:6]([F:8])[CH:5]=[CH:4][C:3]=1[NH:9][S:10]([CH:13]1[C:18]([C:19]([O:21][CH2:22][CH3:23])=[O:20])=[CH:17]C(=O)[CH2:15][CH2:14]1)(=[O:12])=[O:11].C1(C)C=CC(S([O-])(=O)=O)=CC=1.[NH+]1C=CC=CC=1.CO[CH:44]([O:47][CH3:48])[O:45][CH3:46].O. Product: [Cl:1][C:2]1[CH:7]=[C:6]([F:8])[CH:5]=[CH:4][C:3]=1[NH:9][S:10]([CH:13]1[C:18]([C:19]([O:21][CH2:22][CH3:23])=[O:20])=[CH:17][C:44]([O:45][CH3:46])([O:47][CH3:48])[CH2:15][CH2:14]1)(=[O:11])=[O:12]. The catalyst class is: 5. (3) Product: [Cl:36][CH2:37][CH2:38][NH:39][C:40]([NH:17][C@H:14]1[CH2:15][CH2:16][O:12][CH2:13]1)=[O:41]. The catalyst class is: 1. Reactant: C1(C)C=CC(S(O)(=O)=O)=CC=1.[O:12]1[CH2:16][CH2:15][C@H:14]([NH2:17])[CH2:13]1.CC[NH+](CC)CC.CC[NH+](CC)CC.C([O-])([O-])=O.[Cl:36][CH2:37][CH2:38][N:39]=[C:40]=[O:41]. (4) Reactant: [C:1]([O:5][C:6](=[O:29])[CH2:7][CH2:8][C@H:9]([NH2:28])[C:10](=[O:27])[N:11]1[CH2:16][CH2:15][N:14]([C:17]2[CH:22]=[CH:21][CH:20]=[C:19]([C:23]([F:26])([F:25])[F:24])[CH:18]=2)[CH2:13][CH2:12]1)([CH3:4])([CH3:3])[CH3:2].C1C=CC2N(O)N=NC=2C=1.[OH:40][C:41]1[N:45]([C:46]2[CH:51]=[CH:50][CH:49]=[CH:48][CH:47]=2)[N:44]=[C:43]([C:52](O)=[O:53])[CH:42]=1.CCN(C(C)C)C(C)C. Product: [C:1]([O:5][C:6](=[O:29])[CH2:7][CH2:8][C@H:9]([NH:28][C:52]([C:43]1[CH:42]=[C:41]([OH:40])[N:45]([C:46]2[CH:47]=[CH:48][CH:49]=[CH:50][CH:51]=2)[N:44]=1)=[O:53])[C:10](=[O:27])[N:11]1[CH2:16][CH2:15][N:14]([C:17]2[CH:22]=[CH:21][CH:20]=[C:19]([C:23]([F:25])([F:26])[F:24])[CH:18]=2)[CH2:13][CH2:12]1)([CH3:4])([CH3:2])[CH3:3]. The catalyst class is: 39. (5) Reactant: C([O:3][C:4]([C:6]1[C:7]([CH3:25])=[N:8][C:9]([NH:13][CH2:14][CH2:15][CH2:16][C:17]2[CH:22]=[CH:21][CH:20]=[C:19]([OH:23])[C:18]=2[F:24])=[N:10][C:11]=1[CH3:12])=[O:5])C.O.[OH-].[Li+]. Product: [F:24][C:18]1[C:19]([OH:23])=[CH:20][CH:21]=[CH:22][C:17]=1[CH2:16][CH2:15][CH2:14][NH:13][C:9]1[N:8]=[C:7]([CH3:25])[C:6]([C:4]([OH:5])=[O:3])=[C:11]([CH3:12])[N:10]=1. The catalyst class is: 38. (6) Reactant: [CH2:1]([O:3][C:4]([C:6]1([CH2:19][CH:20]=[CH2:21])[CH2:11][CH2:10][N:9]([C:12]([O:14][C:15]([CH3:18])([CH3:17])[CH3:16])=[O:13])[CH2:8][CH2:7]1)=[O:5])[CH3:2]. Product: [CH2:1]([O:3][C:4]([C:6]1([CH2:19][CH2:20][CH3:21])[CH2:11][CH2:10][N:9]([C:12]([O:14][C:15]([CH3:18])([CH3:17])[CH3:16])=[O:13])[CH2:8][CH2:7]1)=[O:5])[CH3:2]. The catalyst class is: 29. (7) Reactant: [Cl:1][C:2]1[N:3]=[N:4][C:5]([CH3:8])=[CH:6][CH:7]=1.[Cl:9]N1C(=O)N(Cl)C(=O)N(Cl)C1=O. Product: [Cl:1][C:2]1[N:3]=[N:4][C:5]([CH2:8][Cl:9])=[CH:6][CH:7]=1. The catalyst class is: 26. (8) Reactant: [C:1]1([CH:7]2[CH2:16][C:15]3[CH:14]=[N:13][C:12]4[NH:17][N:18]=[CH:19][C:11]=4[C:10]=3[C:9]3[CH:20]=[CH:21][CH:22]=[CH:23][C:8]2=3)[CH:6]=[CH:5][CH:4]=[CH:3][CH:2]=1.[Br:24]N1C(=O)CCC1=O.O. Product: [Br:24][C:19]1[C:11]2[C:10]3[C:9]4[CH:20]=[CH:21][CH:22]=[CH:23][C:8]=4[CH:7]([C:1]4[CH:2]=[CH:3][CH:4]=[CH:5][CH:6]=4)[CH2:16][C:15]=3[CH:14]=[N:13][C:12]=2[NH:17][N:18]=1. The catalyst class is: 4. (9) Reactant: [NH2:1][CH:2]([CH2:12][C:13]1[CH:18]=[CH:17][C:16]([CH3:19])=[C:15]([O:20][C:21]([F:26])([F:25])[CH:22]([F:24])[F:23])[CH:14]=1)[CH:3]([C:5]1[CH:10]=[CH:9][C:8]([F:11])=[CH:7][CH:6]=1)[OH:4].[C:27]1([C:38](O)=[O:39])[CH:28]=[CH:29][CH:30]=[C:31]2[CH2:37][CH2:36][CH2:35][CH:34]=[CH:33][C:32]=12.Cl.C(N=C=NCCCN(C)C)C.ON1C2C=CC=CC=2N=N1. Product: [F:11][C:8]1[CH:9]=[CH:10][C:5]([CH:3]([OH:4])[CH:2]([NH:1][C:38]([C:27]2[CH:28]=[CH:29][CH:30]=[C:31]3[CH2:37][CH2:36][CH2:35][CH:34]=[CH:33][C:32]=23)=[O:39])[CH2:12][C:13]2[CH:18]=[CH:17][C:16]([CH3:19])=[C:15]([O:20][C:21]([F:26])([F:25])[CH:22]([F:24])[F:23])[CH:14]=2)=[CH:6][CH:7]=1. The catalyst class is: 47. (10) Reactant: [C:1]([O:5][C:6]([N:8]([C@H:16]1[CH2:24][CH2:23][CH2:22][C@H:21]([O:25][CH2:26][CH:27]([CH3:29])[CH3:28])[C@@H:20]([O:30][CH2:31][CH2:32][CH:33]([OH:35])[CH3:34])[C@H:19]([CH3:36])[O:18][C:17]1=[O:37])[C:9](=[O:15])[O:10][C:11]([CH3:14])([CH3:13])[CH3:12])=[O:7])([CH3:4])([CH3:3])[CH3:2].[CH3:38]N(C1C2C(N(C)C)=CC=CC=2C=CC=1)C.F[B-](F)(F)F.C[O+](C)C. Product: [C:11]([O:10][C:9]([N:8]([C@H:16]1[CH2:24][CH2:23][CH2:22][C@H:21]([O:25][CH2:26][CH:27]([CH3:28])[CH3:29])[C@@H:20]([O:30][CH2:31][CH2:32][CH:33]([O:35][CH3:38])[CH3:34])[C@H:19]([CH3:36])[O:18][C:17]1=[O:37])[C:6](=[O:7])[O:5][C:1]([CH3:4])([CH3:3])[CH3:2])=[O:15])([CH3:13])([CH3:12])[CH3:14]. The catalyst class is: 2.